From a dataset of Reaction yield outcomes from USPTO patents with 853,638 reactions. Predict the reaction yield, written as a fraction of the theoretical maximum amount of product (1.0 means a 100% yield; for example, 0.34 means a 34% yield). (1) The catalyst is C(O)C. The reactants are [N:1]1[CH:6]=[CH:5][N:4]=[CH:3][C:2]=1[C:7](=[S:9])[NH2:8].Br[CH:11]([CH2:16][CH3:17])[C:12](OC)=[O:13].N1C=CC=CC=1. The product is [CH2:16]([C:11]1[S:9][C:7]([C:2]2[CH:3]=[N:4][CH:5]=[CH:6][N:1]=2)=[N:8][C:12]=1[OH:13])[CH3:17]. The yield is 0.500. (2) The reactants are [N:1]([C@H:4]1[CH2:9][CH2:8][C@H:7]([NH:10][C:11]([O:13][C:14]([CH3:17])([CH3:16])[CH3:15])=[O:12])[CH:6]=[CH:5]1)=[N+]=[N-].C1(P(C2C=CC=CC=2)C2C=CC=CC=2)C=CC=CC=1. The catalyst is C1COCC1.O. The product is [NH2:1][C@H:4]1[CH2:9][CH2:8][C@H:7]([NH:10][C:11]([O:13][C:14]([CH3:17])([CH3:16])[CH3:15])=[O:12])[CH:6]=[CH:5]1. The yield is 0.310. (3) The reactants are [C:1]1([CH3:19])[CH:6]=[CH:5][C:4]([S:7]([N:10]2[CH:14]=[CH:13][C:12]([C:15](OC)=[O:16])=[CH:11]2)(=[O:9])=[O:8])=[CH:3][CH:2]=1.[Li+].[BH4-].CCCCCC.C(OCC)(=O)C. The catalyst is C1COCC1. The product is [C:1]1([CH3:19])[CH:2]=[CH:3][C:4]([S:7]([N:10]2[CH:14]=[CH:13][C:12]([CH2:15][OH:16])=[CH:11]2)(=[O:9])=[O:8])=[CH:5][CH:6]=1. The yield is 0.900.